From a dataset of NCI-60 drug combinations with 297,098 pairs across 59 cell lines. Regression. Given two drug SMILES strings and cell line genomic features, predict the synergy score measuring deviation from expected non-interaction effect. (1) Synergy scores: CSS=4.71, Synergy_ZIP=0.625, Synergy_Bliss=2.45, Synergy_Loewe=3.76, Synergy_HSA=3.18. Cell line: HOP-62. Drug 1: CC1=C(C=C(C=C1)NC2=NC=CC(=N2)N(C)C3=CC4=NN(C(=C4C=C3)C)C)S(=O)(=O)N.Cl. Drug 2: C1C(C(OC1N2C=NC3=C2NC=NCC3O)CO)O. (2) Drug 2: COCCOC1=C(C=C2C(=C1)C(=NC=N2)NC3=CC=CC(=C3)C#C)OCCOC.Cl. Synergy scores: CSS=19.8, Synergy_ZIP=-4.09, Synergy_Bliss=1.24, Synergy_Loewe=1.74, Synergy_HSA=2.02. Cell line: SNB-19. Drug 1: CC1C(C(CC(O1)OC2CC(CC3=C2C(=C4C(=C3O)C(=O)C5=C(C4=O)C(=CC=C5)OC)O)(C(=O)C)O)N)O.Cl. (3) Drug 2: CC(C)NC(=O)C1=CC=C(C=C1)CNNC.Cl. Drug 1: C1CN1P(=S)(N2CC2)N3CC3. Synergy scores: CSS=7.94, Synergy_ZIP=-3.94, Synergy_Bliss=-2.46, Synergy_Loewe=-6.90, Synergy_HSA=-2.18. Cell line: BT-549. (4) Drug 1: C1CCN(CC1)CCOC2=CC=C(C=C2)C(=O)C3=C(SC4=C3C=CC(=C4)O)C5=CC=C(C=C5)O. Drug 2: CCC1=CC2CC(C3=C(CN(C2)C1)C4=CC=CC=C4N3)(C5=C(C=C6C(=C5)C78CCN9C7C(C=CC9)(C(C(C8N6C)(C(=O)OC)O)OC(=O)C)CC)OC)C(=O)OC.C(C(C(=O)O)O)(C(=O)O)O. Cell line: SF-539. Synergy scores: CSS=29.8, Synergy_ZIP=-1.67, Synergy_Bliss=-0.336, Synergy_Loewe=-23.5, Synergy_HSA=0.742. (5) Drug 1: C1=C(C(=O)NC(=O)N1)N(CCCl)CCCl. Drug 2: C1=CN(C=N1)CC(O)(P(=O)(O)O)P(=O)(O)O. Cell line: PC-3. Synergy scores: CSS=21.0, Synergy_ZIP=2.77, Synergy_Bliss=5.94, Synergy_Loewe=4.72, Synergy_HSA=7.61. (6) Drug 1: C1=NC2=C(N=C(N=C2N1C3C(C(C(O3)CO)O)O)F)N. Drug 2: C1=NNC2=C1C(=O)NC=N2. Cell line: T-47D. Synergy scores: CSS=-1.60, Synergy_ZIP=2.45, Synergy_Bliss=1.13, Synergy_Loewe=-1.68, Synergy_HSA=-2.88.